This data is from Full USPTO retrosynthesis dataset with 1.9M reactions from patents (1976-2016). The task is: Predict the reactants needed to synthesize the given product. Given the product [CH3:1][O:2][C:3](=[O:19])[C@@H:4]([NH:8][C:9](=[O:18])[C:10]1[C:11]([Cl:17])=[CH:12][CH:13]=[CH:14][C:15]=1[Cl:16])[CH2:5]/[CH:6]=[CH:7]/[C:21]1[CH:22]=[CH:23][C:24]([C:27]2([O:33][CH3:34])[CH2:32][CH2:31][O:30][CH2:29][CH2:28]2)=[CH:25][CH:26]=1, predict the reactants needed to synthesize it. The reactants are: [CH3:1][O:2][C:3](=[O:19])[C@@H:4]([NH:8][C:9](=[O:18])[C:10]1[C:15]([Cl:16])=[CH:14][CH:13]=[CH:12][C:11]=1[Cl:17])[CH2:5][CH:6]=[CH2:7].I[C:21]1[CH:26]=[CH:25][C:24]([C:27]2([O:33][CH3:34])[CH2:32][CH2:31][O:30][CH2:29][CH2:28]2)=[CH:23][CH:22]=1.C(=O)([O-])[O-].[K+].[K+].C(OCC)(=O)C.